This data is from Catalyst prediction with 721,799 reactions and 888 catalyst types from USPTO. The task is: Predict which catalyst facilitates the given reaction. (1) Reactant: [CH2:1]([NH:8][C:9]([C:11]1[S:15][C:14]([N:16]2[CH2:20][CH2:19][NH:18][C:17]2=[O:21])=[N:13][C:12]=1[CH3:22])=[O:10])[C:2]1[CH:7]=[CH:6][CH:5]=[CH:4][CH:3]=1.[H-].[Na+].[F:25][C:26]1[CH:34]=[CH:33][C:29]([C:30](Cl)=[O:31])=[CH:28][CH:27]=1. Product: [CH2:1]([NH:8][C:9]([C:11]1[S:15][C:14]([N:16]2[CH2:20][CH2:19][N:18]([C:30](=[O:31])[C:29]3[CH:33]=[CH:34][C:26]([F:25])=[CH:27][CH:28]=3)[C:17]2=[O:21])=[N:13][C:12]=1[CH3:22])=[O:10])[C:2]1[CH:7]=[CH:6][CH:5]=[CH:4][CH:3]=1. The catalyst class is: 9. (2) The catalyst class is: 8. Reactant: [F:1][C:2]([F:26])([F:25])[O:3][C:4]1[CH:9]=[CH:8][C:7]([N:10]2[C:18]3[CH:17]=[CH:16][C:15]4[CH:19]=[C:20]([CH:23]=O)[CH:21]=[CH:22][C:14]=4[C:13]=3[CH:12]=[N:11]2)=[CH:6][CH:5]=1.[CH3:27][C:28]1[CH:33]=[CH:32][CH:31]=[C:30]([CH3:34])[C:29]=1[NH:35][C:36]([NH:38][NH2:39])=[S:37].C(O)(=O)C. Product: [CH3:34][C:30]1[CH:31]=[CH:32][CH:33]=[C:28]([CH3:27])[C:29]=1[NH:35][C:36]([NH:38]/[N:39]=[CH:23]/[C:20]1[CH:21]=[CH:22][C:14]2[C:13]3[CH:12]=[N:11][N:10]([C:7]4[CH:8]=[CH:9][C:4]([O:3][C:2]([F:1])([F:26])[F:25])=[CH:5][CH:6]=4)[C:18]=3[CH:17]=[CH:16][C:15]=2[CH:19]=1)=[S:37]. (3) Reactant: [N+](C1C=CC(O[C:9]([NH:11][CH2:12][CH:13]2[C:15]3([CH2:20][CH2:19][N:18]([C:21]([O:23][C:24]([CH3:27])([CH3:26])[CH3:25])=[O:22])[CH2:17][CH2:16]3)[CH2:14]2)=[O:10])=CC=1)([O-])=O.Cl.[NH:31]1[C:35]2[CH2:36][NH:37][CH2:38][C:34]=2[CH:33]=[N:32]1.C(N(CC)CC)C. Product: [NH:31]1[C:35]2[CH2:36][N:37]([C:9]([NH:11][CH2:12][CH:13]3[C:15]4([CH2:16][CH2:17][N:18]([C:21]([O:23][C:24]([CH3:26])([CH3:25])[CH3:27])=[O:22])[CH2:19][CH2:20]4)[CH2:14]3)=[O:10])[CH2:38][C:34]=2[CH:33]=[N:32]1. The catalyst class is: 8. (4) Reactant: [NH2:1][C:2]1[N:7]=[CH:6][C:5]([C:8]([C:10]2[C:11]([F:27])=[C:12]([C@H:17]([NH:20][CH:21]([CH3:26])[CH2:22][C:23]([NH2:25])=[O:24])[CH2:18][CH3:19])[CH:13]=[CH:14][C:15]=2[Cl:16])=[O:9])=[CH:4][CH:3]=1.[C:28]([O:31][C:32](=[O:41])[C@H:33]([C:35]1[CH:40]=[CH:39][CH:38]=[CH:37][CH:36]=1)[OH:34])(=[O:30])[CH3:29]. Product: [C:28]([O:31][C:32](=[O:41])[C@H:33]([C:35]1[CH:40]=[CH:39][CH:38]=[CH:37][CH:36]=1)[OH:34])(=[O:30])[CH3:29].[NH2:1][C:2]1[N:7]=[CH:6][C:5]([C:8]([C:10]2[C:11]([F:27])=[C:12]([C@H:17]([NH:20][C@@H:21]([CH3:26])[CH2:22][C:23]([NH2:25])=[O:24])[CH2:18][CH3:19])[CH:13]=[CH:14][C:15]=2[Cl:16])=[O:9])=[CH:4][CH:3]=1. The catalyst class is: 14.